Dataset: Catalyst prediction with 721,799 reactions and 888 catalyst types from USPTO. Task: Predict which catalyst facilitates the given reaction. Reactant: [CH3:1][CH:2]1[CH2:7][NH:6][CH2:5][CH2:4][NH:3]1.C1C=CC(P([C:21]2[CH:30]=[CH:29][C:28]3[C:23](=[CH:24][CH:25]=[CH:26][CH:27]=3)[C:22]=2[C:29]2[C:28]3[C:23](=[CH:24][CH:25]=[CH:26][CH:27]=3)[CH:22]=[CH:21][C:30]=2P(C2C=CC=CC=2)C2C=CC=CC=2)C2C=CC=CC=2)=CC=1.C(=O)([O-])[O-].[Cs+].[Cs+].FC(F)(F)S([O-])(=O)=O. Product: [C:27]1([N:6]2[CH2:5][CH2:4][NH:3][CH:2]([CH3:1])[CH2:7]2)[C:28]2[C:23](=[CH:22][CH:21]=[CH:30][CH:29]=2)[CH:24]=[CH:25][CH:26]=1. The catalyst class is: 164.